Task: Regression. Given a peptide amino acid sequence and an MHC pseudo amino acid sequence, predict their binding affinity value. This is MHC class I binding data.. Dataset: Peptide-MHC class I binding affinity with 185,985 pairs from IEDB/IMGT (1) The peptide sequence is KFFMVHSLK. The MHC is HLA-A80:01 with pseudo-sequence HLA-A80:01. The binding affinity (normalized) is 0.0847. (2) The peptide sequence is GSYGEYQSY. The MHC is HLA-A11:01 with pseudo-sequence HLA-A11:01. The binding affinity (normalized) is 0.338. (3) The peptide sequence is KLYSYGIGY. The MHC is HLA-A03:01 with pseudo-sequence HLA-A03:01. The binding affinity (normalized) is 0.947. (4) The peptide sequence is YQATGFGTN. The MHC is HLA-A02:01 with pseudo-sequence HLA-A02:01. The binding affinity (normalized) is 0.